Dataset: Reaction yield outcomes from USPTO patents with 853,638 reactions. Task: Predict the reaction yield, written as a fraction of the theoretical maximum amount of product (1.0 means a 100% yield; for example, 0.34 means a 34% yield). (1) The reactants are Cl[C:2]1[C:11]2[C:6](=[CH:7][CH:8]=[C:9]([F:12])[CH:10]=2)[N:5]([CH3:13])[C:4](=[O:14])[C:3]=1[C:15]#[N:16].[NH:17]1[CH2:22][CH2:21][NH:20][CH2:19][CH2:18]1. The catalyst is ClCCl. The product is [F:12][C:9]1[CH:10]=[C:11]2[C:6](=[CH:7][CH:8]=1)[N:5]([CH3:13])[C:4](=[O:14])[C:3]([C:15]#[N:16])=[C:2]2[N:17]1[CH2:22][CH2:21][NH:20][CH2:19][CH2:18]1. The yield is 0.860. (2) The product is [CH3:1][O:2][C:3](=[O:14])[C:4]1[CH:9]=[CH:8][C:7]([NH:32][CH:27]2[CH2:28][CH2:29][CH2:30][CH2:31][CH:26]2[C:25]([F:24])([F:33])[F:34])=[C:6]([N+:11]([O-:13])=[O:12])[CH:5]=1. The yield is 1.00. The catalyst is O.CN(C=O)C. The reactants are [CH3:1][O:2][C:3](=[O:14])[C:4]1[CH:9]=[CH:8][C:7](F)=[C:6]([N+:11]([O-:13])=[O:12])[CH:5]=1.CCN(C(C)C)C(C)C.[F:24][C:25]([F:34])([F:33])[CH:26]1[CH2:31][CH2:30][CH2:29][CH2:28][CH:27]1[NH2:32].Cl. (3) The reactants are [S:1]1[CH:5]=[CH:4][CH:3]=[C:2]1[C:6]([O:8]CC)=O.[CH2:11]([Mg]Br)[CH3:12].[CH2:15](OCC)[CH3:16]. No catalyst specified. The product is [OH:8][C:6]([C:2]1[S:1][CH:5]=[CH:4][CH:3]=1)([CH2:11][CH3:12])[CH2:15][CH3:16]. The yield is 0.990. (4) The reactants are [CH3:1][O:2][C:3]([C:5]1[CH:6]=[CH:7][CH:8]=[C:9]2[C:13]=1[NH:12][CH:11]=[CH:10]2)=[O:4].C([Mg]Br)C.[CH3:18][C:19]1([CH3:27])[C:21]([CH3:23])([CH3:22])[CH:20]1[C:24](Cl)=[O:25]. The catalyst is ClCCl.[Cl-].[Zn+2].[Cl-]. The product is [CH3:1][O:2][C:3]([C:5]1[CH:6]=[CH:7][CH:8]=[C:9]2[C:13]=1[NH:12][CH:11]=[C:10]2[C:24]([CH:20]1[C:21]([CH3:23])([CH3:22])[C:19]1([CH3:27])[CH3:18])=[O:25])=[O:4]. The yield is 0.630. (5) The reactants are [I:1][C:2]1[C:10]2[C:5](=[CH:6][C:7]([C@H:11]3[C@@:13]4([C:21]5[C:16](=[CH:17][CH:18]=[CH:19][CH:20]=5)[NH:15][C:14]4=[O:22])[CH2:12]3)=[CH:8][CH:9]=2)[NH:4][N:3]=1.N1C2C(=CC=C([C@H]3[C@@]4(C5C(=CC=CC=5)N([CH2:43][CH2:44][O:45][CH3:46])C4=O)C3)C=2)C=N1. No catalyst specified. The product is [I:1][C:2]1[C:10]2[C:5](=[CH:6][C:7]([C@H:11]3[C@@:13]4([C:21]5[C:16](=[CH:17][CH:18]=[CH:19][CH:20]=5)[N:15]([CH2:43][CH2:44][O:45][CH3:46])[C:14]4=[O:22])[CH2:12]3)=[CH:8][CH:9]=2)[NH:4][N:3]=1. The yield is 0.660. (6) The reactants are [OH-].[K+].[N:3]1[CH:8]=[CH:7][CH:6]=[C:5]([CH:9]=[O:10])[CH:4]=1.[N+:11]([CH2:13][C:14]([N:16]1[CH2:20][CH2:19][CH2:18][CH2:17]1)=[O:15])#[C-:12]. The catalyst is CO. The product is [N:3]1[CH:8]=[CH:7][CH:6]=[C:5]([C@@H:9]2[O:10][CH:12]=[N:11][C@H:13]2[C:14]([N:16]2[CH2:20][CH2:19][CH2:18][CH2:17]2)=[O:15])[CH:4]=1. The yield is 0.390. (7) The reactants are [Cl:1][C:2]1[CH:7]=[C:6]([Cl:8])[CH:5]=[CH:4][C:3]=1[C:9]1[C:10]2[CH2:22][NH:21][CH2:20][CH2:19][C:11]=2[N:12]=[C:13]([S:15]([CH3:18])(=[O:17])=[O:16])[N:14]=1.C(N(CC)CC)C.[C:30](OC(=O)C)(=[O:32])[CH3:31]. The catalyst is ClCCl. The product is [C:30]([N:21]1[CH2:20][CH2:19][C:11]2[N:12]=[C:13]([S:15]([CH3:18])(=[O:17])=[O:16])[N:14]=[C:9]([C:3]3[CH:4]=[CH:5][C:6]([Cl:8])=[CH:7][C:2]=3[Cl:1])[C:10]=2[CH2:22]1)(=[O:32])[CH3:31]. The yield is 1.00. (8) The reactants are [C:1]([C:4]1[CH:5]=[C:6]([CH2:12][C:13]#[N:14])[CH:7]=[CH:8][C:9]=1[O:10][CH3:11])([CH3:3])=[CH2:2]. The catalyst is C(O)C.[C].[Pd]. The product is [CH:1]([C:4]1[CH:5]=[C:6]([CH2:12][C:13]#[N:14])[CH:7]=[CH:8][C:9]=1[O:10][CH3:11])([CH3:3])[CH3:2]. The yield is 0.910. (9) The reactants are [NH2:1][C:2]([NH:4][CH2:5][CH2:6][CH2:7][C:8]([O:10]C)=O)=[S:3].O.[NH2:13][NH2:14]. The catalyst is CO. The product is [NH:13]([C:8](=[O:10])[CH2:7][CH2:6][CH2:5][NH:4][C:2]([NH2:1])=[S:3])[NH2:14]. The yield is 0.729. (10) The reactants are [NH2:1][C:2]1[C:7]([OH:8])=[CH:6][N:5]=[C:4]([Cl:9])[N:3]=1.Br[CH2:11][CH2:12]Br.C([O-])([O-])=O.[K+].[K+]. The catalyst is C(Cl)Cl. The product is [Cl:9][C:4]1[N:5]=[CH:6][C:7]2[O:8][CH2:11][CH2:12][NH:1][C:2]=2[N:3]=1. The yield is 0.720.